This data is from Reaction yield outcomes from USPTO patents with 853,638 reactions. The task is: Predict the reaction yield, written as a fraction of the theoretical maximum amount of product (1.0 means a 100% yield; for example, 0.34 means a 34% yield). (1) The reactants are [Cl:1][C:2]1[C:7]([CH2:8][CH2:9][CH2:10][OH:11])=[C:6]([N:12]([C:20]2[CH:25]=[CH:24][C:23]([O:26][CH2:27][CH3:28])=[CH:22][CH:21]=2)[C:13](=[O:19])[O:14][C:15]([CH3:18])([CH3:17])[CH3:16])[N:5]2[N:29]=[CH:30][CH:31]=[C:4]2[N:3]=1.CC(OI1(OC(C)=O)(OC(C)=O)OC(=O)C2C=CC=CC1=2)=O. The catalyst is C(Cl)Cl. The product is [Cl:1][C:2]1[C:7]([CH2:8][CH2:9][CH:10]=[O:11])=[C:6]([N:12]([C:20]2[CH:21]=[CH:22][C:23]([O:26][CH2:27][CH3:28])=[CH:24][CH:25]=2)[C:13](=[O:19])[O:14][C:15]([CH3:16])([CH3:18])[CH3:17])[N:5]2[N:29]=[CH:30][CH:31]=[C:4]2[N:3]=1. The yield is 0.760. (2) The reactants are CC([O:4][C@@H:5]1[C:19](=[O:20])[C@H:18]2[C@@:8]([CH3:27])([CH2:9][CH2:10][C@@H:11]3[C@:17]2([CH3:21])[CH2:16][C@H:15]([C:22]2[CH:23]=[CH:24][O:25][CH:26]=2)[O:14][C:12]3=[O:13])[C@H:7]([C:28]([O:30][CH3:31])=[O:29])[CH2:6]1)=O.C([O-])(O)=O.[Na+]. The catalyst is C1COCC1.O.CCOC(C)=O. The product is [CH3:27][C@:8]12[C@H:7]([C:28]([O:30][CH3:31])=[O:29])[CH2:6][C@H:5]([OH:4])[C:19](=[O:20])[C@@H:18]1[C@:17]1([CH3:21])[C@H:11]([C:12]([O:14][C@@H:15]([C:22]3[CH:23]=[CH:24][O:25][CH:26]=3)[CH2:16]1)=[O:13])[CH2:10][CH2:9]2. The yield is 0.580. (3) The reactants are [N:1]1[CH:6]=[CH:5][CH:4]=[CH:3][C:2]=1[CH:7]([C:22]1[CH:27]=[CH:26][CH:25]=[CH:24][N:23]=1)[CH:8]1[CH2:13][CH2:12][N:11]([C:14]2[CH:19]=[CH:18][C:17]([NH2:20])=[CH:16][C:15]=2[F:21])[CH2:10][CH2:9]1.[CH2:28]([CH:30]([CH2:34][CH3:35])[C:31](Cl)=[O:32])[CH3:29]. The catalyst is ClCCCl. The product is [N:1]1[CH:6]=[CH:5][CH:4]=[CH:3][C:2]=1[CH:7]([C:22]1[CH:27]=[CH:26][CH:25]=[CH:24][N:23]=1)[CH:8]1[CH2:13][CH2:12][N:11]([C:14]2[CH:19]=[CH:18][C:17]([NH:20][C:31](=[O:32])[CH:30]([CH2:34][CH3:35])[CH2:28][CH3:29])=[CH:16][C:15]=2[F:21])[CH2:10][CH2:9]1. The yield is 0.450. (4) The reactants are [Cl:1][C:2]1[CH:3]=[C:4]([O:12][CH:13]2[CH2:18][CH2:17][N:16]([C:19]3[CH:24]=[CH:23][N:22]=[CH:21][N:20]=3)[CH2:15][CH2:14]2)[C:5]([CH3:11])=[C:6]([CH:10]=1)[C:7]([OH:9])=O.Cl.[NH2:26][CH2:27][C:28]1[C:33](=[O:34])[CH:32]=[C:31]([CH3:35])[NH:30][C:29]=1[CH3:36].C(Cl)CCl.C1C=NC2N(O)N=NC=2C=1.CN1CCOCC1.C([O-])(O)=O.[Na+]. The catalyst is O.CN(C)C=O. The product is [Cl:1][C:2]1[CH:3]=[C:4]([O:12][CH:13]2[CH2:18][CH2:17][N:16]([C:19]3[CH:24]=[CH:23][N:22]=[CH:21][N:20]=3)[CH2:15][CH2:14]2)[C:5]([CH3:11])=[C:6]([CH:10]=1)[C:7]([NH:26][CH2:27][C:28]1[C:33](=[O:34])[CH:32]=[C:31]([CH3:35])[NH:30][C:29]=1[CH3:36])=[O:9]. The yield is 0.301. (5) The reactants are Br[C:2]1[CH:3]=[C:4]2[C:9](=[CH:10][CH:11]=1)[N:8]=[CH:7][C:6]([C:12](=[O:14])[CH3:13])=[C:5]2[NH:15][CH:16]1[CH2:21][CH2:20][CH:19]([N:22]([CH2:25][CH3:26])[CH2:23][CH3:24])[CH2:18][CH2:17]1.[Cl:27][C:28]1[CH:33]=[C:32](B2OC(C)(C)C(C)(C)O2)[CH:31]=[C:30]([O:43][CH3:44])[C:29]=1[OH:45]. No catalyst specified. The product is [Cl:27][C:28]1[CH:33]=[C:32]([C:2]2[CH:3]=[C:4]3[C:9](=[CH:10][CH:11]=2)[N:8]=[CH:7][C:6]([C:12](=[O:14])[CH3:13])=[C:5]3[NH:15][CH:16]2[CH2:21][CH2:20][CH:19]([N:22]([CH2:23][CH3:24])[CH2:25][CH3:26])[CH2:18][CH2:17]2)[CH:31]=[C:30]([O:43][CH3:44])[C:29]=1[OH:45]. The yield is 0.430. (6) The reactants are [NH2:1][C:2]1[N:7]=[C:6]([C:8]2[CH:15]=[CH:14][C:11]([C:12]#[N:13])=[C:10](F)[CH:9]=2)[CH:5]=[C:4]([N:17]2[CH2:22][CH2:21][CH2:20][CH2:19][CH2:18]2)[N:3]=1.O.[NH2:24][NH2:25]. The catalyst is CCO. The product is [NH2:1][C:2]1[N:7]=[C:6]([C:8]2[CH:9]=[C:10]3[C:11]([C:12]([NH2:13])=[N:24][NH:25]3)=[CH:14][CH:15]=2)[CH:5]=[C:4]([N:17]2[CH2:22][CH2:21][CH2:20][CH2:19][CH2:18]2)[N:3]=1. The yield is 0.800. (7) The reactants are [N:1]1[CH:6]=[CH:5][CH:4]=[C:3]([C:7]2[CH:8]=[C:9]([OH:13])[CH:10]=[CH:11][CH:12]=2)[CH:2]=1.Br[C:15]([CH3:22])([CH3:21])[C:16]([O:18][CH2:19][CH3:20])=[O:17].C([O-])([O-])=O.[K+].[K+]. The catalyst is CN(C=O)C.[Cl-].[Na+].O. The product is [CH2:19]([O:18][C:16](=[O:17])[C:15]([CH3:22])([O:13][C:9]1[CH:10]=[CH:11][CH:12]=[C:7]([C:3]2[CH:2]=[N:1][CH:6]=[CH:5][CH:4]=2)[CH:8]=1)[CH3:21])[CH3:20]. The yield is 0.780. (8) The reactants are [Cl:1][C:2]1[C:3]([O:12][C:13]2[CH:18]=[C:17]([O:19][CH2:20][CH2:21][O:22][CH3:23])[CH:16]=[CH:15][C:14]=2[CH2:24][OH:25])=[N:4][CH:5]=[C:6]([C:8]([F:11])([F:10])[F:9])[CH:7]=1.[C:26](OC(=O)C)(=[O:28])[CH3:27].C(=O)([O-])O.[Na+]. The catalyst is N1C=CC=CC=1. The product is [C:26]([O:25][CH2:24][C:14]1[CH:15]=[CH:16][C:17]([O:19][CH2:20][CH2:21][O:22][CH3:23])=[CH:18][C:13]=1[O:12][C:3]1[C:2]([Cl:1])=[CH:7][C:6]([C:8]([F:9])([F:11])[F:10])=[CH:5][N:4]=1)(=[O:28])[CH3:27]. The yield is 0.760. (9) The reactants are C([O:8][C:9]1[C:10](=[N:29][OH:30])[N:11]([CH3:28])[CH:12]=[N:13][C:14]=1[C:15]1[O:16][C:17]([CH2:20][C:21]2[CH:26]=[CH:25][C:24]([F:27])=[CH:23][CH:22]=2)=[N:18][N:19]=1)C1C=CC=CC=1.[H][H]. The catalyst is [Pd]. The product is [F:27][C:24]1[CH:23]=[CH:22][C:21]([CH2:20][C:17]2[O:16][C:15]([C:14]3[N:13]=[CH:12][N:11]([CH3:28])[C:10](=[N:29][OH:30])[C:9]=3[OH:8])=[N:19][N:18]=2)=[CH:26][CH:25]=1. The yield is 0.680.